Predict the reaction yield, written as a fraction of the theoretical maximum amount of product (1.0 means a 100% yield; for example, 0.34 means a 34% yield). From a dataset of Reaction yield outcomes from USPTO patents with 853,638 reactions. The reactants are [CH3:1][C:2]1[C:10]2[C:5](=[CH:6][C:7]([N+:11]([O-])=O)=[CH:8][CH:9]=2)[N:4]([CH2:14][O:15][CH2:16][CH2:17][Si:18]([CH3:21])([CH3:20])[CH3:19])[N:3]=1. The catalyst is CO.[Pd]. The product is [CH3:1][C:2]1[C:10]2[C:5](=[CH:6][C:7]([NH2:11])=[CH:8][CH:9]=2)[N:4]([CH2:14][O:15][CH2:16][CH2:17][Si:18]([CH3:19])([CH3:21])[CH3:20])[N:3]=1. The yield is 0.840.